From a dataset of Catalyst prediction with 721,799 reactions and 888 catalyst types from USPTO. Predict which catalyst facilitates the given reaction. (1) Reactant: [OH:1][CH2:2][C@@H:3]1[NH:7][CH2:6][C@H:5]([OH:8])[CH2:4]1.Br[CH2:10][CH2:11][CH2:12][C:13]#[N:14].C(=O)([O-])[O-].[K+].[K+]. Product: [OH:8][C@H:5]1[CH2:6][N:7]([CH2:10][CH2:11][CH2:12][C:13]#[N:14])[C@@H:3]([CH2:2][OH:1])[CH2:4]1. The catalyst class is: 9. (2) Reactant: O.[OH-].[Li+].C([O:6][C:7](=[O:33])[CH:8]([O:30][CH2:31][CH3:32])[CH2:9][C:10]1[CH:15]=[CH:14][C:13]([O:16][CH2:17][CH2:18][C:19]2[CH:24]=[CH:23][C:22]([O:25][S:26]([CH3:29])(=[O:28])=[O:27])=[CH:21][CH:20]=2)=[CH:12][CH:11]=1)C. Product: [CH2:31]([O:30][CH:8]([CH2:9][C:10]1[CH:11]=[CH:12][C:13]([O:16][CH2:17][CH2:18][C:19]2[CH:20]=[CH:21][C:22]([O:25][S:26]([CH3:29])(=[O:27])=[O:28])=[CH:23][CH:24]=2)=[CH:14][CH:15]=1)[C:7]([OH:33])=[O:6])[CH3:32]. The catalyst class is: 132.